Predict the reactants needed to synthesize the given product. From a dataset of Full USPTO retrosynthesis dataset with 1.9M reactions from patents (1976-2016). (1) The reactants are: [Br:1][C:2]1[CH:14]=[CH:13][C:5](/[CH:6]=[CH:7]/[C:8]([O:10]CC)=[O:9])=[CH:4][CH:3]=1.[OH-].[Na+].Cl. Given the product [Br:1][C:2]1[CH:3]=[CH:4][C:5](/[CH:6]=[CH:7]/[C:8]([OH:10])=[O:9])=[CH:13][CH:14]=1, predict the reactants needed to synthesize it. (2) The reactants are: [CH3:1][S:2]([C:5]1[CH:13]=[C:12]2[C:8]([CH2:9][CH2:10][CH:11]2O)=[CH:7][CH:6]=1)(=[O:4])=[O:3].C1(C)C=CC(S(O)(=O)=O)=CC=1. Given the product [CH3:1][S:2]([C:5]1[CH:13]=[C:12]2[C:8](=[CH:7][CH:6]=1)[CH2:9][CH:10]=[CH:11]2)(=[O:3])=[O:4], predict the reactants needed to synthesize it. (3) Given the product [CH3:3][CH:2]([C:4]1[C:5]([C:17]2[CH:22]=[CH:21][CH:20]=[CH:19][CH:18]=2)=[C:6]([O:16][C:26]2[CH:33]=[CH:32][C:29]([CH:30]=[O:31])=[CH:28][CH:27]=2)[C:7]2[C:12]([CH:13]=1)=[CH:11][C:10]([O:14][CH3:15])=[CH:9][CH:8]=2)[CH3:1], predict the reactants needed to synthesize it. The reactants are: [CH3:1][CH:2]([C:4]1[C:5]([C:17]2[CH:22]=[CH:21][CH:20]=[CH:19][CH:18]=2)=[C:6]([OH:16])[C:7]2[C:12]([CH:13]=1)=[CH:11][C:10]([O:14][CH3:15])=[CH:9][CH:8]=2)[CH3:3].[H-].[Na+].F[C:26]1[CH:33]=[CH:32][C:29]([CH:30]=[O:31])=[CH:28][CH:27]=1. (4) The reactants are: [CH3:1][C:2]1[C:3]([N+:11]([O-:13])=[O:12])=[C:4]([CH:8]=[CH:9][CH:10]=1)[C:5]([NH2:7])=[O:6].[F:14][B-:15]([F:18])([F:17])[F:16].[CH3:19][O+](C)C. Given the product [F:14][B-:15]([F:18])([F:17])[F:16].[CH3:1][C:2]1[C:3]([N+:11]([O-:13])=[O:12])=[C:4]([C:5](=[NH:7])[O:6][CH3:19])[CH:8]=[CH:9][CH:10]=1, predict the reactants needed to synthesize it. (5) Given the product [C:8]([O:12][C:13](=[O:14])[NH:1][C:2]1[CH:7]=[CH:6][CH:5]=[CH:4][N:3]=1)([CH3:11])([CH3:10])[CH3:9], predict the reactants needed to synthesize it. The reactants are: [NH2:1][C:2]1[CH:7]=[CH:6][CH:5]=[CH:4][N:3]=1.[C:8]([O:12][C:13](O[C:13]([O:12][C:8]([CH3:11])([CH3:10])[CH3:9])=[O:14])=[O:14])([CH3:11])([CH3:10])[CH3:9]. (6) Given the product [F:41][C:40]([F:42])([F:43])[C:38]1[CH:37]=[C:5]([CH:4]=[C:3]([C:2]([F:1])([F:44])[F:45])[CH:39]=1)[CH2:6][N:7]([CH2:25][C:26]1[N:27]=[C:28]([O:36][CH:46]([CH3:48])[CH3:47])[C:29]2[C:34]([CH:35]=1)=[CH:33][CH:32]=[CH:31][CH:30]=2)[C:8]1[N:13]=[CH:12][C:11]([N:14]2[CH2:15][CH2:16][CH:17]([C:20]([O:22][CH2:23][CH3:24])=[O:21])[CH2:18][CH2:19]2)=[CH:10][N:9]=1, predict the reactants needed to synthesize it. The reactants are: [F:1][C:2]([F:45])([F:44])[C:3]1[CH:4]=[C:5]([CH:37]=[C:38]([C:40]([F:43])([F:42])[F:41])[CH:39]=1)[CH2:6][N:7]([CH2:25][C:26]1[NH:27][C:28](=[O:36])[C:29]2[C:34]([CH:35]=1)=[CH:33][CH:32]=[CH:31][CH:30]=2)[C:8]1[N:13]=[CH:12][C:11]([N:14]2[CH2:19][CH2:18][CH:17]([C:20]([O:22][CH2:23][CH3:24])=[O:21])[CH2:16][CH2:15]2)=[CH:10][N:9]=1.[CH:46](O)([CH3:48])[CH3:47].C1(P(C2C=CC=CC=2)C2C=CC=CC=2)C=CC=CC=1.N(C(OCC)=O)=NC(OCC)=O.C1(C)C=CC=CC=1. (7) Given the product [CH2:8]([NH:9][C:25](=[O:26])[C:24]1[CH:28]=[CH:29][C:21]([C:20]([F:19])([F:30])[F:31])=[CH:22][CH:23]=1)[CH2:7][C:1]1[CH:6]=[CH:5][CH:4]=[CH:3][CH:2]=1, predict the reactants needed to synthesize it. The reactants are: [C:1]1([CH2:7][CH2:8][NH2:9])[CH:6]=[CH:5][CH:4]=[CH:3][CH:2]=1.CCN(C(C)C)C(C)C.[F:19][C:20]([F:31])([F:30])[C:21]1[CH:29]=[CH:28][C:24]([C:25](Cl)=[O:26])=[CH:23][CH:22]=1.